This data is from Forward reaction prediction with 1.9M reactions from USPTO patents (1976-2016). The task is: Predict the product of the given reaction. (1) Given the reactants FC(F)(F)C(O)=O.[Br:8][C:9]1[N:14]=[CH:13][C:12]([C:15]2[CH:16]=[N:17][C:18]([N:33](C(OC(C)(C)C)=O)C(OC(C)(C)C)=O)=[C:19]([O:21][CH:22]([C:24]3[C:29]([Cl:30])=[CH:28][CH:27]=[C:26]([F:31])[C:25]=3[Cl:32])[CH3:23])[CH:20]=2)=[CH:11][CH:10]=1.O.C(=O)(O)[O-].[Na+], predict the reaction product. The product is: [Br:8][C:9]1[N:14]=[CH:13][C:12]([C:15]2[CH:16]=[N:17][C:18]([NH2:33])=[C:19]([O:21][CH:22]([C:24]3[C:29]([Cl:30])=[CH:28][CH:27]=[C:26]([F:31])[C:25]=3[Cl:32])[CH3:23])[CH:20]=2)=[CH:11][CH:10]=1. (2) Given the reactants [C:1]1([CH2:7][O:8][C:9]([N:11]2[CH2:16][CH2:15][CH2:14][CH2:13][C@H:12]2[C:17]([OH:19])=O)=[O:10])[CH:6]=[CH:5][CH:4]=[CH:3][CH:2]=1.C1C=CC2N(O)N=NC=2C=1.[CH3:30][N:31]1CCOC[CH2:32]1.CNC.C1COCC1.CCN=C=NCCCN(C)C.Cl, predict the reaction product. The product is: [CH3:30][N:31]([CH3:32])[C:17]([C@@H:12]1[CH2:13][CH2:14][CH2:15][CH2:16][N:11]1[C:9]([O:8][CH2:7][C:1]1[CH:6]=[CH:5][CH:4]=[CH:3][CH:2]=1)=[O:10])=[O:19].